From a dataset of Full USPTO retrosynthesis dataset with 1.9M reactions from patents (1976-2016). Predict the reactants needed to synthesize the given product. Given the product [NH2:1][C:2]1[C:7]([Cl:8])=[C:6]([C:9]2[CH:17]=[CH:16][C:12]3[S:13][CH:14]=[CH:15][C:11]=3[CH:10]=2)[N:5]=[C:4]([C:18]([OH:20])=[O:19])[C:3]=1[Cl:22], predict the reactants needed to synthesize it. The reactants are: [NH2:1][C:2]1[C:7]([Cl:8])=[C:6]([C:9]2[CH:17]=[CH:16][C:12]3[S:13][CH:14]=[CH:15][C:11]=3[CH:10]=2)[N:5]=[C:4]([C:18]([O:20]C)=[O:19])[C:3]=1[Cl:22].O1CCCC1.O.O.[OH-].[Li+].